Dataset: Forward reaction prediction with 1.9M reactions from USPTO patents (1976-2016). Task: Predict the product of the given reaction. (1) Given the reactants C1(N)CC1.[S:5]1[C:9]2[CH:10]=[CH:11][CH:12]=[CH:13][C:8]=2[N:7]=[C:6]1[O:14][C:15]1[CH:20]=[CH:19][C:18]([CH2:21][CH:22]=O)=[CH:17][CH:16]=1.C(O)(=O)C.[BH-](OC(C)=O)(OC(C)=O)OC(C)=O.[Na+].C(=O)C.S1C2C=CC=CC=2N=C1OC1C=CC([CH2:61][CH2:62][NH:63][CH:64]2[CH2:66][CH2:65]2)=CC=1, predict the reaction product. The product is: [S:5]1[C:9]2[CH:10]=[CH:11][CH:12]=[CH:13][C:8]=2[N:7]=[C:6]1[O:14][C:15]1[CH:20]=[CH:19][C:18]([CH2:21][CH2:22][N:63]([CH:64]2[CH2:66][CH2:65]2)[CH2:62][CH3:61])=[CH:17][CH:16]=1. (2) The product is: [CH3:1][C:2]1[NH:3][C:4]2[C:9]([CH:10]=1)=[CH:8][C:7]([C:11]1[CH:16]=[CH:15][CH:14]=[CH:13][CH:12]=1)=[CH:6][C:5]=2[C:17]([NH2:32])=[O:19]. Given the reactants [CH3:1][C:2]1[N:3](C(OC(C)(C)C)=O)[C:4]2[C:9]([CH:10]=1)=[CH:8][C:7]([C:11]1[CH:16]=[CH:15][CH:14]=[CH:13][CH:12]=1)=[CH:6][C:5]=2[C:17]([O:19]C(C)(C)C)=O.C[N:32](C(ON1N=NC2C=CC=NC1=2)=[N+](C)C)C.F[P-](F)(F)(F)(F)F.[Cl-].[NH4+].C(N(C(C)C)CC)(C)C, predict the reaction product. (3) Given the reactants C[O:2][C:3]1[N:8]=[C:7]([O:9]C)[C:6]([C:11]2[CH:16]=[CH:15][CH:14]=[CH:13][C:12]=2[CH3:17])=[CH:5][N:4]=1, predict the reaction product. The product is: [C:12]1([CH3:17])[CH:13]=[CH:14][CH:15]=[CH:16][C:11]=1[C:6]1[C:7](=[O:9])[NH:8][C:3](=[O:2])[NH:4][CH:5]=1. (4) The product is: [I:1][C:2]1[CH:10]=[CH:9][C:5]([C:6]2[S:17][C:15]([NH2:16])=[N:13][N:14]=2)=[C:4]([O:11][CH3:12])[CH:3]=1. Given the reactants [I:1][C:2]1[CH:10]=[CH:9][C:5]([C:6](O)=O)=[C:4]([O:11][CH3:12])[CH:3]=1.[NH:13]([C:15](=[S:17])[NH2:16])[NH2:14].P(Cl)(Cl)(Cl)=O, predict the reaction product.